Dataset: Forward reaction prediction with 1.9M reactions from USPTO patents (1976-2016). Task: Predict the product of the given reaction. (1) Given the reactants [CH:1]1([N:5]2[CH2:10][CH2:9][CH:8]([O:11][C:12]3[CH:17]=[CH:16][C:15]([C:18]4[N:19]([CH3:30])[C:20](=[O:29])[C:21]5[CH:27]=[CH:26][NH:25][C:24](=[O:28])[C:22]=5[N:23]=4)=[CH:14][CH:13]=3)[CH2:7][CH2:6]2)[CH2:4][CH2:3][CH2:2]1.C(=O)([O-])[O-].[K+].[K+].S(C1C=CC(C)=CC=1)(O[CH2:41][CH2:42][F:43])(=O)=O, predict the reaction product. The product is: [CH:1]1([N:5]2[CH2:6][CH2:7][CH:8]([O:11][C:12]3[CH:17]=[CH:16][C:15]([C:18]4[N:19]([CH3:30])[C:20](=[O:29])[C:21]5[CH:27]=[CH:26][N:25]([CH2:41][CH2:42][F:43])[C:24](=[O:28])[C:22]=5[N:23]=4)=[CH:14][CH:13]=3)[CH2:9][CH2:10]2)[CH2:2][CH2:3][CH2:4]1. (2) Given the reactants [F:1][C:2]1[N:7]=[C:6]([N:8]2[C@@H:12]([C@@H:13](O)[CH3:14])[CH2:11][O:10][C:9]2=[O:16])[CH:5]=[CH:4][N:3]=1.[F:17]C(F)(S(F)(=O)=O)C(F)(F)C(F)(F)C(F)(F)F.F.F.F.C(N(CC)CC)C.C(N(CC)CC)C, predict the reaction product. The product is: [F:17][C@@H:13]([C@H:12]1[CH2:11][O:10][C:9](=[O:16])[N:8]1[C:6]1[CH:5]=[CH:4][N:3]=[C:2]([F:1])[N:7]=1)[CH3:14]. (3) Given the reactants [Cl:1][C:2]1[CH:19]=[CH:18][C:5]([CH2:6][C:7]2[O:11][C:10](I)=[N:9][C:8]=2[C:13]([O:15][CH2:16][CH3:17])=[O:14])=[CH:4][CH:3]=1.[Cl-].[Li+].C[Sn](C)(C)[C:24]1[CH:29]=[CH:28][N:27]=[CH:26][CH:25]=1, predict the reaction product. The product is: [Cl:1][C:2]1[CH:19]=[CH:18][C:5]([CH2:6][C:7]2[O:11][C:10]([C:24]3[CH:29]=[CH:28][N:27]=[CH:26][CH:25]=3)=[N:9][C:8]=2[C:13]([O:15][CH2:16][CH3:17])=[O:14])=[CH:4][CH:3]=1. (4) Given the reactants [NH2:1][C:2]1[CH:3]=[C:4]([CH:8]=[CH:9][C:10]=1[F:11])[C:5]([OH:7])=[O:6].S(=O)(=O)(O)O.O.[OH-].[Na+].[CH3:20]O, predict the reaction product. The product is: [NH2:1][C:2]1[CH:3]=[C:4]([CH:8]=[CH:9][C:10]=1[F:11])[C:5]([O:7][CH3:20])=[O:6]. (5) Given the reactants [F:1][C:2]([F:21])([F:20])[C:3]([C:5]1[CH:10]=[CH:9][C:8](B2OC(C)(C)C(C)(C)O2)=[CH:7][CH:6]=1)=[O:4].Br[C:23]1[CH:28]=[CH:27][C:26]([F:29])=[CH:25][N:24]=1.C(=O)([O-])[O-].[Na+].[Na+], predict the reaction product. The product is: [F:21][C:2]([F:1])([F:20])[C:3]([C:5]1[CH:6]=[CH:7][C:8]([C:23]2[CH:28]=[CH:27][C:26]([F:29])=[CH:25][N:24]=2)=[CH:9][CH:10]=1)=[O:4].